From a dataset of Reaction yield outcomes from USPTO patents with 853,638 reactions. Predict the reaction yield, written as a fraction of the theoretical maximum amount of product (1.0 means a 100% yield; for example, 0.34 means a 34% yield). (1) The reactants are [CH2:1]([NH2:4])[C:2]#[CH:3].[OH-].[Na+].Cl[C:8]([O:10][CH2:11][CH3:12])=[O:9]. The catalyst is O.C1(C)C=CC=CC=1. The product is [CH2:1]([NH:4][C:8](=[O:9])[O:10][CH2:11][CH3:12])[C:2]#[CH:3]. The yield is 0.570. (2) The reactants are [CH3:1][C:2]1([CH3:42])C2C(=C(P(C3C=CC=CC=3)C3C=CC=CC=3)C=CC=2)OC2C(P(C3C=CC=CC=3)C3C=CC=CC=3)=CC=CC1=2.[C:43]([N:46]1[C:55]2[C:50](=[CH:51][C:52](Br)=[CH:53][CH:54]=2)[C@H:49]([NH:57][C:58](=[O:67])[O:59][CH2:60][C:61]2[CH:66]=[CH:65][CH:64]=[CH:63][CH:62]=2)[C@@H:48]([CH3:68])[C@@H:47]1[CH:69]1[CH2:71][CH2:70]1)(=[O:45])[CH3:44].CCN(C(C)C)C(C)C.CC(S)C.ClC1C=C(C=CC=1)C(OO)=O.[O-:96][S:97]([O-])(=S)=[O:98].[Na+].[Na+]. The catalyst is O1CCOCC1.C([O-])(O)=O.[Na+].C(Cl)(Cl)Cl.C1C=CC(/C=C/C(/C=C/C2C=CC=CC=2)=O)=CC=1.C1C=CC(/C=C/C(/C=C/C2C=CC=CC=2)=O)=CC=1.C1C=CC(/C=C/C(/C=C/C2C=CC=CC=2)=O)=CC=1.[Pd].[Pd]. The product is [C:43]([N:46]1[C:55]2[C:50](=[CH:51][C:52]([S:97]([CH:2]([CH3:42])[CH3:1])(=[O:98])=[O:96])=[CH:53][CH:54]=2)[C@H:49]([NH:57][C:58](=[O:67])[O:59][CH2:60][C:61]2[CH:66]=[CH:65][CH:64]=[CH:63][CH:62]=2)[C@@H:48]([CH3:68])[C@@H:47]1[CH:69]1[CH2:71][CH2:70]1)(=[O:45])[CH3:44]. The yield is 0.920. (3) The reactants are Br[C:2]1[CH:3]=[C:4]([N:22]([CH2:29][CH3:30])[CH:23]2[CH2:28][CH2:27][O:26][CH2:25][CH2:24]2)[C:5]([CH3:21])=[C:6]([CH:20]=1)[C:7]([NH:9][CH2:10][C:11]1[C:12](=[O:19])[NH:13][C:14]([CH3:18])=[CH:15][C:16]=1[CH3:17])=[O:8].[C:31]1([CH3:40])[CH:36]=[CH:35][C:34](B(O)O)=[CH:33][CH:32]=1.C([O-])([O-])=O.[Na+].[Na+]. The catalyst is O1CCOCC1.O.C1C=CC([P]([Pd]([P](C2C=CC=CC=2)(C2C=CC=CC=2)C2C=CC=CC=2)([P](C2C=CC=CC=2)(C2C=CC=CC=2)C2C=CC=CC=2)[P](C2C=CC=CC=2)(C2C=CC=CC=2)C2C=CC=CC=2)(C2C=CC=CC=2)C2C=CC=CC=2)=CC=1. The product is [CH3:17][C:16]1[CH:15]=[C:14]([CH3:18])[NH:13][C:12](=[O:19])[C:11]=1[CH2:10][NH:9][C:7]([C:6]1[CH:20]=[C:2]([C:34]2[CH:35]=[CH:36][C:31]([CH3:40])=[CH:32][CH:33]=2)[CH:3]=[C:4]([N:22]([CH2:29][CH3:30])[CH:23]2[CH2:28][CH2:27][O:26][CH2:25][CH2:24]2)[C:5]=1[CH3:21])=[O:8]. The yield is 0.730. (4) The reactants are [CH2:1]([S:3](Cl)(=[O:5])=[O:4])[CH3:2].[NH2:7][CH2:8][CH2:9][CH2:10][CH2:11][CH2:12][C:13]([OH:15])=[O:14].Cl.C(OCC)(=O)C. The catalyst is O1CCOCC1.[OH-].[Na+]. The product is [CH2:1]([S:3]([NH:7][CH2:8][CH2:9][CH2:10][CH2:11][CH2:12][C:13]([OH:15])=[O:14])(=[O:5])=[O:4])[CH3:2]. The yield is 0.400. (5) The reactants are [I:1]N1C(=O)CCC1=O.[CH2:9]([O:16][C:17]1[C:21]([O:22][CH2:23][C:24]2[CH:29]=[CH:28][CH:27]=[CH:26][CH:25]=2)=[CH:20][N:19]([C:30]2[CH:35]=[CH:34][C:33]([O:36][CH3:37])=[CH:32][CH:31]=2)[C:18]=1[C:38]([O:40][CH2:41][CH3:42])=[O:39])[C:10]1[CH:15]=[CH:14][CH:13]=[CH:12][CH:11]=1.C(OC1C(OCC2C=CC=CC=2)=C(C(OCC)=O)N(C2C=CC(OC)=CC=2)C=1C([O-])=O)C1C=CC=CC=1.C([NH+](CC)CC)C. The catalyst is CN(C=O)C. The product is [CH2:9]([O:16][C:17]1[C:21]([O:22][CH2:23][C:24]2[CH:29]=[CH:28][CH:27]=[CH:26][CH:25]=2)=[C:20]([I:1])[N:19]([C:30]2[CH:35]=[CH:34][C:33]([O:36][CH3:37])=[CH:32][CH:31]=2)[C:18]=1[C:38]([O:40][CH2:41][CH3:42])=[O:39])[C:10]1[CH:15]=[CH:14][CH:13]=[CH:12][CH:11]=1. The yield is 0.760. (6) The reactants are [OH:1][C:2]1[CH:7]=[C:6]([O:8][CH2:9][CH2:10][O:11][CH2:12][CH2:13][O:14][CH3:15])[CH:5]=[CH:4][C:3]=1[C:16]1[NH:17][CH2:18][C:19]([CH3:25])([C:21]([O:23]C)=[O:22])[N:20]=1.[OH-].[Na+]. The catalyst is CO.O. The product is [OH:1][C:2]1[CH:7]=[C:6]([O:8][CH2:9][CH2:10][O:11][CH2:12][CH2:13][O:14][CH3:15])[CH:5]=[CH:4][C:3]=1[C:16]1[NH:17][CH2:18][C:19]([CH3:25])([C:21]([OH:23])=[O:22])[N:20]=1. The yield is 0.600.